Dataset: Full USPTO retrosynthesis dataset with 1.9M reactions from patents (1976-2016). Task: Predict the reactants needed to synthesize the given product. (1) Given the product [N:44]1([CH2:28][C@@H:18]2[C@@H:17]([C@@:7]3([CH3:16])[CH2:8][CH2:9][C@H:10]([OH:12])[CH2:11][C@@H:6]3[CH2:5][OH:4])[CH2:25][CH2:24][C@@:23]3([CH3:26])[C@H:19]2[CH2:20][CH2:21][C:22]3=[CH2:27])[C:52]2[C:47](=[CH:48][CH:49]=[CH:50][CH:51]=2)[CH:46]=[CH:45]1, predict the reactants needed to synthesize it. The reactants are: C([O:4][CH2:5][C@H:6]1[CH2:11][C@@H:10]([O:12]C(=O)C)[CH2:9][CH2:8][C@@:7]1([C@H:17]1[CH2:25][CH2:24][C@@:23]2([CH3:26])[C@@H:19]([CH2:20][CH2:21][C:22]2=[CH2:27])[C@@H:18]1[CH2:28]O)[CH3:16])(=O)C.CCN(CC)CC.CS(Cl)(=O)=O.[OH-].[K+].[NH:44]1[C:52]2[C:47](=[CH:48][CH:49]=[CH:50][CH:51]=2)[CH:46]=[CH:45]1.S([O-])(=O)(=O)C. (2) Given the product [ClH:22].[ClH:22].[NH2:1][C@H:2]1[CH2:7][CH2:6][C@H:5]([NH:8][C:20]2[NH:21][C:13]([NH:12][CH2:9][CH2:10][CH3:11])=[C:14]3[C:18]([N:19]=2)=[N:17][CH:16]=[N:15]3)[CH2:4][CH2:3]1, predict the reactants needed to synthesize it. The reactants are: [NH2:1][C@H:2]1[CH2:7][CH2:6][C@H:5]([NH2:8])[CH2:4][CH2:3]1.[CH2:9]([NH:12][C:13]1[NH:21][C:20]([Cl:22])=[N:19][C:18]2[C:14]=1[N:15]=[CH:16][N:17]=2)[CH2:10][CH3:11]. (3) Given the product [CH3:8][C@H:6]1[O:7][C@@H:2]([CH3:1])[CH2:3][N:4]([CH2:10][C:11]([O:13][CH2:14][CH3:15])=[O:12])[CH2:5]1, predict the reactants needed to synthesize it. The reactants are: [CH3:1][C@H:2]1[O:7][C@@H:6]([CH3:8])[CH2:5][NH:4][CH2:3]1.Br[CH2:10][C:11]([O:13][CH2:14][CH3:15])=[O:12].C(=O)([O-])[O-].[K+].[K+]. (4) Given the product [Br:1][C:2]1[CH:3]=[C:4]2[C:5](=[CH:6][CH:7]=1)[N:8]=[CH:11][CH:10]=[N:9]2, predict the reactants needed to synthesize it. The reactants are: [Br:1][C:2]1[CH:3]=[C:4]([NH2:9])[C:5]([NH2:8])=[CH:6][CH:7]=1.[CH:10](=O)[CH:11]=O. (5) Given the product [F:13][C:4]([F:3])([F:14])[C:5]1[CH:10]=[CH:9][N:8]=[CH:7][C:6]=1[CH2:11][OH:12], predict the reactants needed to synthesize it. The reactants are: [BH4-].[Na+].[F:3][C:4]([F:14])([F:13])[C:5]1[CH:10]=[CH:9][N:8]=[CH:7][C:6]=1[CH:11]=[O:12]. (6) Given the product [CH3:5][C:6]1[N:7]=[CH:8][N:9]([C:11]2[CH:16]=[CH:15][C:14]([NH2:17])=[CH:13][CH:12]=2)[CH:10]=1, predict the reactants needed to synthesize it. The reactants are: C([O-])=O.[NH4+].[CH3:5][C:6]1[N:7]=[CH:8][N:9]([C:11]2[CH:16]=[CH:15][C:14]([N+:17]([O-])=O)=[CH:13][CH:12]=2)[CH:10]=1. (7) Given the product [CH3:1][N:2]1[C:7]2[CH:8]=[CH:9][N:10]([CH2:16][C:17]([NH:19][C:20]3[S:21][CH:22]=[C:23]([C:25]4[CH:30]=[CH:29][C:28]([F:31])=[C:27]([C:32]([F:35])([F:33])[F:34])[CH:26]=4)[N:24]=3)=[O:18])[C:6]=2[C:5](=[O:12])[N:4]([CH3:13])[C:3]1=[O:14], predict the reactants needed to synthesize it. The reactants are: [CH3:1][N:2]1[C:7]2[C:8](C)=[CH:9][NH:10][C:6]=2[C:5](=[O:12])[N:4]([CH3:13])[C:3]1=[O:14].Br[CH2:16][C:17]([NH:19][C:20]1[S:21][CH:22]=[C:23]([C:25]2[CH:30]=[CH:29][C:28]([F:31])=[C:27]([C:32]([F:35])([F:34])[F:33])[CH:26]=2)[N:24]=1)=[O:18].[H-].[Na+].